This data is from Catalyst prediction with 721,799 reactions and 888 catalyst types from USPTO. The task is: Predict which catalyst facilitates the given reaction. The catalyst class is: 109. Reactant: [NH2:1][S:2]([C:5]1[CH:10]=[CH:9][C:8](B(O)O)=[CH:7][CH:6]=1)(=[O:4])=[O:3].C(=O)([O-])[O-].[K+].[K+].[CH:20]12[CH2:25][CH:24]1[CH2:23][N:22]([C:26]([C:28]1[C:32]([CH3:33])=[C:31]([C:34]3[CH:39]=[CH:38][C:37]([Cl:40])=[CH:36][CH:35]=3)[N:30]([CH3:41])[C:29]=1Br)=[O:27])[CH2:21]2.C(O)C. Product: [CH:24]12[CH2:25][CH:20]1[CH2:21][N:22]([C:26]([C:28]1[C:32]([CH3:33])=[C:31]([C:34]3[CH:39]=[CH:38][C:37]([Cl:40])=[CH:36][CH:35]=3)[N:30]([CH3:41])[C:29]=1[C:8]1[CH:9]=[CH:10][C:5]([S:2]([NH2:1])(=[O:4])=[O:3])=[CH:6][CH:7]=1)=[O:27])[CH2:23]2.